Dataset: Forward reaction prediction with 1.9M reactions from USPTO patents (1976-2016). Task: Predict the product of the given reaction. (1) Given the reactants F[C:2]1[CH:9]=[CH:8][C:5]([C:6]#[N:7])=[CH:4][CH:3]=1.[SH:10][C:11]1[CH:19]=[CH:18][C:14](C(O)=O)=[CH:13][CH:12]=1.[C:20](=[O:23])([O-])[O-:21].[K+].[K+].Cl, predict the reaction product. The product is: [C:6]([C:5]1[CH:8]=[CH:9][C:2]([S:10][C:11]2[CH:19]=[CH:18][CH:14]=[CH:13][C:12]=2[C:20]([OH:21])=[O:23])=[CH:3][CH:4]=1)#[N:7]. (2) Given the reactants [CH3:1][CH:2]([CH3:5])[CH2:3][SH:4].Cl[C:7]1[C:16]2[C:11](=[CH:12][CH:13]=[C:14]([I:17])[CH:15]=2)[N:10]=[CH:9][C:8]=1[C:18]#[N:19].[H-].[K+], predict the reaction product. The product is: [I:17][C:14]1[CH:15]=[C:16]2[C:11](=[CH:12][CH:13]=1)[N:10]=[CH:9][C:8]([C:18]#[N:19])=[C:7]2[S:4][CH2:3][CH:2]([CH3:5])[CH3:1]. (3) Given the reactants [CH:1]1[C:13]2[CH:12]([CH2:14][O:15][C:16]([NH:18][C@H:19]([CH2:24][CH2:25][CH2:26][CH:27]=[CH2:28])[C:20]([O:22]C)=[O:21])=[O:17])[C:11]3[C:6](=[CH:7][CH:8]=[CH:9][CH:10]=3)[C:5]=2[CH:4]=[CH:3][CH:2]=1.Cl, predict the reaction product. The product is: [CH:10]1[C:11]2[CH:12]([CH2:14][O:15][C:16]([NH:18][C@H:19]([CH2:24][CH2:25][CH2:26][CH:27]=[CH2:28])[C:20]([OH:22])=[O:21])=[O:17])[C:13]3[C:5](=[CH:4][CH:3]=[CH:2][CH:1]=3)[C:6]=2[CH:7]=[CH:8][CH:9]=1. (4) Given the reactants [NH2:1][C@@H:2]1[C:11]2[C:6](=[CH:7][CH:8]=[CH:9][CH:10]=2)[C@H:5]([OH:12])[CH2:4][CH2:3]1.[H-].[Na+].F[C:16]1[CH:17]=[C:18]([CH3:31])[C:19]2[N:20]([C:22]([C@@H:25]3[CH2:29][CH2:28][CH2:27][N:26]3[CH3:30])=[N:23][N:24]=2)[CH:21]=1, predict the reaction product. The product is: [CH3:31][C:18]1[C:19]2[N:20]([C:22]([C@@H:25]3[CH2:29][CH2:28][CH2:27][N:26]3[CH3:30])=[N:23][N:24]=2)[CH:21]=[C:16]([O:12][C@H:5]2[C:6]3[C:11](=[CH:10][CH:9]=[CH:8][CH:7]=3)[C@@H:2]([NH2:1])[CH2:3][CH2:4]2)[CH:17]=1. (5) The product is: [CH3:16][S:17]([CH2:7][C:2]1[CH:3]=[CH:4][CH:5]=[CH:6][N:1]=1)(=[O:19])=[O:18]. Given the reactants [N:1]1[CH:6]=[CH:5][CH:4]=[CH:3][C:2]=1[CH2:7]O.C(N(CC)CC)C.[CH3:16][S:17](Cl)(=[O:19])=[O:18], predict the reaction product. (6) Given the reactants [Cl:1][C:2]1[C:3]([N:13]2[CH2:18][CH2:17][NH:16][CH2:15][CH2:14]2)=[N:4][CH:5]=[C:6]([CH:12]=1)[C:7]([O:9][CH2:10][CH3:11])=[O:8].[N:19]([C:22]1[CH:27]=[C:26]([CH3:28])[C:25]([CH3:29])=[CH:24][C:23]=1[N+:30]([O-:32])=[O:31])=[C:20]=[O:21], predict the reaction product. The product is: [Cl:1][C:2]1[C:3]([N:13]2[CH2:18][CH2:17][N:16]([C:20]([NH:19][C:22]3[CH:27]=[C:26]([CH3:28])[C:25]([CH3:29])=[CH:24][C:23]=3[N+:30]([O-:32])=[O:31])=[O:21])[CH2:15][CH2:14]2)=[N:4][CH:5]=[C:6]([CH:12]=1)[C:7]([O:9][CH2:10][CH3:11])=[O:8]. (7) The product is: [C:10]1([C:8]2[N:2]=[C:1]([SH:3])[S:4][CH:7]=2)[CH:15]=[CH:14][CH:13]=[CH:12][CH:11]=1. Given the reactants [C:1](=[S:4])([S-:3])[NH2:2].[NH4+].Br[CH2:7][C:8]([C:10]1[CH:15]=[CH:14][CH:13]=[CH:12][CH:11]=1)=O, predict the reaction product. (8) Given the reactants [C:1]([N:8]1[CH2:13][CH2:12][CH:11]([OH:14])[CH2:10][CH2:9]1)([O:3][C:4]([CH3:7])([CH3:6])[CH3:5])=[O:2].[H-].[Na+].[Cl:17][C:18]1[CH:25]=[C:24]([F:26])[CH:23]=[CH:22][C:19]=1[CH2:20]Br.O, predict the reaction product. The product is: [Cl:17][C:18]1[CH:25]=[C:24]([F:26])[CH:23]=[CH:22][C:19]=1[CH2:20][O:14][CH:11]1[CH2:12][CH2:13][N:8]([C:1]([O:3][C:4]([CH3:7])([CH3:6])[CH3:5])=[O:2])[CH2:9][CH2:10]1.